This data is from Full USPTO retrosynthesis dataset with 1.9M reactions from patents (1976-2016). The task is: Predict the reactants needed to synthesize the given product. Given the product [F:1][C:2]1[CH:3]=[CH:4][C:5]([N:8]2[C:13]3[CH:14]=[CH:15][C:16]([NH:18][S:19]([CH3:22])(=[O:20])=[O:21])=[CH:17][C:12]=3[O:11][C:10]([CH3:27])([CH3:28])[C:9]2=[O:29])=[CH:6][CH:7]=1, predict the reactants needed to synthesize it. The reactants are: [F:1][C:2]1[CH:7]=[CH:6][C:5]([N:8]2[C:13]3[CH:14]=[CH:15][C:16]([N:18](S(C)(=O)=O)[S:19]([CH3:22])(=[O:21])=[O:20])=[CH:17][C:12]=3[O:11][C:10]([CH3:28])([CH3:27])[C:9]2=[O:29])=[CH:4][CH:3]=1.[OH-].[Na+].CC1(C)C(=O)NC2C=CC(N(S(C)(=O)=O)S(C)(=O)=O)=CC=2O1.Cl.C(O)(C)C.O.